From a dataset of Catalyst prediction with 721,799 reactions and 888 catalyst types from USPTO. Predict which catalyst facilitates the given reaction. (1) Reactant: [Br:1][C:2]1[N:7]=[C:6]([C:8]([OH:10])=[O:9])[CH:5]=[CH:4][CH:3]=1.S(Cl)(Cl)=O.[CH3:15]N(C=O)C. Product: [Br:1][C:2]1[N:7]=[C:6]([C:8]([O:10][CH3:15])=[O:9])[CH:5]=[CH:4][CH:3]=1. The catalyst class is: 5. (2) Reactant: [CH2:1]([O:3][C:4]([C:6]1[S:7][C:8]2[CH2:9][NH:10][CH2:11][CH2:12][C:13]=2[N:14]=1)=[O:5])[CH3:2].C(N(CC)CC)C.[C:22](OC(=O)C)(=[O:24])[CH3:23]. Product: [C:22]([N:10]1[CH2:11][CH2:12][C:13]2[N:14]=[C:6]([C:4]([O:3][CH2:1][CH3:2])=[O:5])[S:7][C:8]=2[CH2:9]1)(=[O:24])[CH3:23]. The catalyst class is: 22. (3) Reactant: [C:1]1([Mg]Br)[C:8]([CH3:9])=[CH:7][C:5]([CH3:6])=[CH:4][C:2]=1[CH3:3].[Li+].[Cl-].[Mg].BrC1C(C)=CC(C)=CC=1C.[N:25]([C:28]1[C:33]([CH3:34])=[CH:32][C:31]([CH3:35])=[CH:30][C:29]=1[CH3:36])=[N+:26]=[N-:27]. Product: [C:2]1([CH3:3])[CH:4]=[C:5]([CH3:6])[CH:7]=[C:8]([CH3:9])[C:1]=1[N:27]=[N:26][NH:25][C:28]1[C:33]([CH3:34])=[CH:32][C:31]([CH3:35])=[CH:30][C:29]=1[CH3:36]. The catalyst class is: 1. (4) Product: [CH3:33][C:2]1([CH3:1])[N:6]([CH2:7][C:8]2[CH:13]=[CH:12][N:11]=[C:10]([NH:14][C:15]([NH:34][CH:35]3[CH2:38][CH:37]([CH2:39][OH:40])[CH2:36]3)=[O:19])[CH:9]=2)[C:5](=[O:20])[N:4]([C:21]2[CH:22]=[CH:23][C:24]([S:27][C:28]([F:29])([F:30])[F:31])=[CH:25][CH:26]=2)[C:3]1=[O:32]. Reactant: [CH3:1][C:2]1([CH3:33])[N:6]([CH2:7][C:8]2[CH:13]=[CH:12][N:11]=[C:10]([NH:14][C:15](=[O:19])OCC)[CH:9]=2)[C:5](=[O:20])[N:4]([C:21]2[CH:26]=[CH:25][C:24]([S:27][C:28]([F:31])([F:30])[F:29])=[CH:23][CH:22]=2)[C:3]1=[O:32].[NH2:34][CH:35]1[CH2:38][CH:37]([CH2:39][OH:40])[CH2:36]1. The catalyst class is: 7. (5) Reactant: C(OC(=O)[NH:7][C:8]1[CH:13]=[CH:12][C:11]([C:14]2C=C[CH:17]=[CH:16][C:15]=2F)=[CH:10][C:9]=1[NH:21][C:22](=[O:39])[CH2:23][C:24]([C:26]1[CH:31]=[CH:30][CH:29]=[C:28]([C:32]2[N:33]=[N:34][C:35]([CH3:38])=[CH:36][CH:37]=2)[CH:27]=1)=O)(C)(C)C.[C:41](O)([C:43]([F:46])(F)F)=O. Product: [F:46][C:43]1[CH:41]=[CH:17][CH:16]=[CH:15][C:14]=1[C:11]1[CH:12]=[CH:13][C:8]2[N:7]=[C:24]([C:26]3[CH:31]=[CH:30][CH:29]=[C:28]([C:32]4[N:33]=[N:34][C:35]([CH3:38])=[CH:36][CH:37]=4)[CH:27]=3)[CH2:23][C:22](=[O:39])[NH:21][C:9]=2[CH:10]=1. The catalyst class is: 2. (6) Reactant: [Cl:1][C:2]1[CH:7]=[CH:6][C:5]([CH:8]([CH:14]2[CH2:18][CH2:17][CH2:16][C:15]2([F:20])[F:19])[C:9]([O:11]CC)=[O:10])=[CH:4][CH:3]=1.C1COCC1.[OH-].[Na+].Cl. Product: [Cl:1][C:2]1[CH:3]=[CH:4][C:5]([CH:8]([CH:14]2[CH2:18][CH2:17][CH2:16][C:15]2([F:19])[F:20])[C:9]([OH:11])=[O:10])=[CH:6][CH:7]=1. The catalyst class is: 24. (7) Reactant: [CH3:1][C:2](=[O:7])[CH2:3][C:4](=[O:6])[CH3:5].[CH2:8](Br)[CH2:9][CH2:10][CH3:11].C(=O)([O-])[O-].[K+].[K+]. Product: [CH2:8]([CH:3]([C:2](=[O:7])[CH3:1])[C:4](=[O:6])[CH3:5])[CH2:9][CH2:10][CH3:11]. The catalyst class is: 21. (8) The catalyst class is: 2. Product: [C:23]([O:27][C:28]([N:30]1[CH2:34][C:33](=[O:35])[CH:32]([CH2:36][C:37]2[CH:42]=[CH:41][CH:40]=[C:39]([NH:43][C:44]([O:46][C:47]([CH3:50])([CH3:49])[CH3:48])=[O:45])[N:38]=2)[CH2:31]1)=[O:29])([CH3:25])([CH3:26])[CH3:24]. Reactant: CC(OI1(OC(C)=O)(OC(C)=O)OC(=O)C2C=CC=CC1=2)=O.[C:23]([O:27][C:28]([N:30]1[CH2:34][CH:33]([OH:35])[CH:32]([CH2:36][C:37]2[CH:42]=[CH:41][CH:40]=[C:39]([NH:43][C:44]([O:46][C:47]([CH3:50])([CH3:49])[CH3:48])=[O:45])[N:38]=2)[CH2:31]1)=[O:29])([CH3:26])([CH3:25])[CH3:24].[O-]S([O-])(=S)=O.[Na+].[Na+]. (9) Reactant: [Cl:1][C:2]1[CH:9]=[C:8]([OH:10])[C:7]([O:11][CH3:12])=[CH:6][C:3]=1[CH:4]=[O:5].[H-].[Na+].Br[CH2:16][C:17]1[CH:22]=[CH:21][C:20]([Cl:23])=[CH:19][C:18]=1[F:24]. Product: [Cl:1][C:2]1[CH:9]=[C:8]([O:10][CH2:16][C:17]2[CH:22]=[CH:21][C:20]([Cl:23])=[CH:19][C:18]=2[F:24])[C:7]([O:11][CH3:12])=[CH:6][C:3]=1[CH:4]=[O:5]. The catalyst class is: 9.